Predict the product of the given reaction. From a dataset of Forward reaction prediction with 1.9M reactions from USPTO patents (1976-2016). Given the reactants O([C:8]([C:10]([F:13])([F:12])[F:11])=[O:9])[C:8]([C:10]([F:13])([F:12])[F:11])=[O:9].[NH:14]1[C:23]2[C:18](=[CH:19][CH:20]=[CH:21][CH:22]=2)[CH2:17][CH2:16][CH2:15]1, predict the reaction product. The product is: [N:14]1([C:8](=[O:9])[C:10]([F:11])([F:12])[F:13])[C:23]2[C:18](=[CH:19][CH:20]=[CH:21][CH:22]=2)[CH2:17][CH2:16][CH2:15]1.